From a dataset of Forward reaction prediction with 1.9M reactions from USPTO patents (1976-2016). Predict the product of the given reaction. (1) Given the reactants [NH2:1][C:2]1[CH:11]=[C:10]([OH:12])[CH:9]=[CH:8][C:3]=1[C:4]([O:6][CH3:7])=[O:5].N1C=CN=C1.[C:18]([Si:22](Cl)([CH3:24])[CH3:23])([CH3:21])([CH3:20])[CH3:19], predict the reaction product. The product is: [NH2:1][C:2]1[CH:11]=[C:10]([O:12][Si:22]([C:18]([CH3:21])([CH3:20])[CH3:19])([CH3:24])[CH3:23])[CH:9]=[CH:8][C:3]=1[C:4]([O:6][CH3:7])=[O:5]. (2) Given the reactants [C:1]1([P:7]([C:14]2[CH:19]=[CH:18][CH:17]=[CH:16][CH:15]=2)[C:8]2[CH:13]=[CH:12][CH:11]=[CH:10][CH:9]=2)[CH:6]=[CH:5][CH:4]=[CH:3][CH:2]=1.[Br:20][CH2:21][C:22]([O:24][CH2:25][CH3:26])=[O:23], predict the reaction product. The product is: [Br-:20].[CH2:25]([O:24][C:22]([CH2:21][P+:7]([C:1]1[CH:2]=[CH:3][CH:4]=[CH:5][CH:6]=1)([C:8]1[CH:13]=[CH:12][CH:11]=[CH:10][CH:9]=1)[C:14]1[CH:15]=[CH:16][CH:17]=[CH:18][CH:19]=1)=[O:23])[CH3:26]. (3) Given the reactants [OH-].[K+].[CH:3]1([O:8][C:9]2[C:14]([O:15][CH3:16])=[CH:13][N:12]=[C:11]([C:17]([O:19]C)=[O:18])[CH:10]=2)[CH2:7][CH2:6][CH2:5][CH2:4]1, predict the reaction product. The product is: [CH:3]1([O:8][C:9]2[C:14]([O:15][CH3:16])=[CH:13][N:12]=[C:11]([C:17]([OH:19])=[O:18])[CH:10]=2)[CH2:4][CH2:5][CH2:6][CH2:7]1. (4) Given the reactants [OH:1][C:2]1[CH:3]=[C:4]2[C:9](=[CH:10][CH:11]=1)[CH:8]=[C:7]([C:12]1[N:17]=[C:16]([C:18]([O:20][CH3:21])=[O:19])[CH:15]=[CH:14][CH:13]=1)[CH:6]=[CH:5]2.C(=O)([O-])[O-].[Cs+].[Cs+].Cl[CH2:29][C:30]1[C:31]([C:38]2[C:43]([Cl:44])=[CH:42][CH:41]=[CH:40][C:39]=2[Cl:45])=[N:32][O:33][C:34]=1[CH:35]([CH3:37])[CH3:36].C(OCC)(=O)C, predict the reaction product. The product is: [Cl:44][C:43]1[CH:42]=[CH:41][CH:40]=[C:39]([Cl:45])[C:38]=1[C:31]1[C:30]([CH2:29][O:1][C:2]2[CH:3]=[C:4]3[C:9](=[CH:10][CH:11]=2)[CH:8]=[C:7]([C:12]2[N:17]=[C:16]([C:18]([O:20][CH3:21])=[O:19])[CH:15]=[CH:14][CH:13]=2)[CH:6]=[CH:5]3)=[C:34]([CH:35]([CH3:37])[CH3:36])[O:33][N:32]=1.